This data is from NCI-60 drug combinations with 297,098 pairs across 59 cell lines. The task is: Regression. Given two drug SMILES strings and cell line genomic features, predict the synergy score measuring deviation from expected non-interaction effect. (1) Drug 1: C1CNP(=O)(OC1)N(CCCl)CCCl. Drug 2: C(CCl)NC(=O)N(CCCl)N=O. Cell line: HCT-15. Synergy scores: CSS=-13.8, Synergy_ZIP=20.6, Synergy_Bliss=28.0, Synergy_Loewe=-9.59, Synergy_HSA=-1.95. (2) Drug 1: C1=CC(=CC=C1CC(C(=O)O)N)N(CCCl)CCCl.Cl. Drug 2: C1=CC(=CC=C1C#N)C(C2=CC=C(C=C2)C#N)N3C=NC=N3. Cell line: OVCAR-5. Synergy scores: CSS=2.95, Synergy_ZIP=0.104, Synergy_Bliss=1.43, Synergy_Loewe=-2.10, Synergy_HSA=-2.42.